This data is from Reaction yield outcomes from USPTO patents with 853,638 reactions. The task is: Predict the reaction yield, written as a fraction of the theoretical maximum amount of product (1.0 means a 100% yield; for example, 0.34 means a 34% yield). (1) The reactants are Cl.[Cl:2][C:3]1[CH:20]=[CH:19][C:6]([CH2:7][N:8]2[C:12]([C@H:13]3[CH2:17][CH2:16][CH2:15][NH:14]3)=[N:11][N:10]=[C:9]2[CH3:18])=[CH:5][CH:4]=1.CN(C(ON1N=NC2C=CC=NC1=2)=[N+](C)C)C.F[P-](F)(F)(F)(F)F.[F:45][C:46]([F:58])([F:57])[C:47]1[CH:52]=[CH:51][C:50]([CH2:53][C:54](O)=[O:55])=[CH:49][CH:48]=1.C(N(CC)C(C)C)(C)C. The catalyst is ClCCl. The product is [Cl:2][C:3]1[CH:20]=[CH:19][C:6]([CH2:7][N:8]2[C:9]([CH3:18])=[N:10][N:11]=[C:12]2[C@H:13]2[CH2:17][CH2:16][CH2:15][N:14]2[C:54](=[O:55])[CH2:53][C:50]2[CH:49]=[CH:48][C:47]([C:46]([F:57])([F:45])[F:58])=[CH:52][CH:51]=2)=[CH:5][CH:4]=1. The yield is 0.910. (2) The reactants are [CH2:1]1[CH2:6][C@H:5]([C:7]([OH:9])=[O:8])[CH2:4][CH2:3][C@H:2]1[CH2:10][NH2:11].[CH3:12][CH:13]([CH3:30])[CH2:14][C:15]([O:17][CH2:18][O:19][C:20](ON1C(=O)CCC1=O)=[O:21])=[O:16]. The catalyst is CC(OC)(C)C.CC(C)=O.O. The product is [CH3:12][CH:13]([CH3:30])[CH2:14][C:15]([O:17][CH2:18][O:19][C:20]([NH:11][CH2:10][C@H:2]1[CH2:3][CH2:4][C@H:5]([C:7]([OH:9])=[O:8])[CH2:6][CH2:1]1)=[O:21])=[O:16]. The yield is 0.490.